Dataset: Catalyst prediction with 721,799 reactions and 888 catalyst types from USPTO. Task: Predict which catalyst facilitates the given reaction. (1) Product: [S:4]1[CH:5]=[CH:6][C:2]([C:9]2[CH:8]=[N:7][CH:12]=[CH:11][CH:10]=2)=[CH:3]1. Reactant: Br[C:2]1[CH:6]=[CH:5][S:4][CH:3]=1.[N:7]1[CH:12]=[CH:11][CH:10]=[C:9](B(O)O)[CH:8]=1.P([O-])([O-])([O-])=O.[K+].[K+].[K+].C(O)CCC. The catalyst class is: 6. (2) Reactant: C(OC([N:8]1[CH2:13][CH2:12][N:11]([CH2:14][C:15]2[C:16]([C:40]3[CH:45]=[CH:44][CH:43]=[CH:42][CH:41]=3)=[N:17][C:18]3[CH:19]=[C:20]4[O:39][CH2:38][CH2:37][O:36][C:21]4=[CH:22][C:23]=3[C:24]=2[C:25](=[O:35])[NH:26][C@H:27]([CH:29]2[CH2:34][CH2:33][CH2:32][CH2:31][CH2:30]2)[CH3:28])[CH2:10][CH2:9]1)=O)(C)(C)C.C(O)(C(F)(F)F)=O. Product: [CH:29]1([C@@H:27]([NH:26][C:25]([C:24]2[C:23]3[CH:22]=[C:21]4[O:36][CH2:37][CH2:38][O:39][C:20]4=[CH:19][C:18]=3[N:17]=[C:16]([C:40]3[CH:45]=[CH:44][CH:43]=[CH:42][CH:41]=3)[C:15]=2[CH2:14][N:11]2[CH2:12][CH2:13][NH:8][CH2:9][CH2:10]2)=[O:35])[CH3:28])[CH2:34][CH2:33][CH2:32][CH2:31][CH2:30]1. The catalyst class is: 2. (3) The catalyst class is: 2. Reactant: [CH:1]1([CH2:7][C:8]([NH:10][C@@H:11]([C:37]([CH3:40])([CH3:39])[CH3:38])[C:12]([N:14]2[C@H:29]([C:30]([O:32]C(C)(C)C)=[O:31])[CH2:28][C@:16]3([O:20][C:19](=[O:21])[N:18]([C:22]4[CH:27]=[CH:26][CH:25]=[CH:24][CH:23]=4)[CH2:17]3)[CH2:15]2)=[O:13])=[O:9])[CH2:6][CH2:5][CH2:4][CH2:3][CH2:2]1.C(O)(C(F)(F)F)=O. Product: [CH:1]1([CH2:7][C:8]([NH:10][C@@H:11]([C:37]([CH3:40])([CH3:39])[CH3:38])[C:12]([N:14]2[C@H:29]([C:30]([OH:32])=[O:31])[CH2:28][C@:16]3([O:20][C:19](=[O:21])[N:18]([C:22]4[CH:23]=[CH:24][CH:25]=[CH:26][CH:27]=4)[CH2:17]3)[CH2:15]2)=[O:13])=[O:9])[CH2:2][CH2:3][CH2:4][CH2:5][CH2:6]1.